Dataset: Blood-brain barrier permeability classification from the B3DB database. Task: Regression/Classification. Given a drug SMILES string, predict its absorption, distribution, metabolism, or excretion properties. Task type varies by dataset: regression for continuous measurements (e.g., permeability, clearance, half-life) or binary classification for categorical outcomes (e.g., BBB penetration, CYP inhibition). Dataset: b3db_classification. The molecule is CCCCOC(=O)C(=O)C1C(C)CC2C3CC(F)C4=CC(=O)C=CC4(C)C3C(O)CC21C. The result is 1 (penetrates BBB).